From a dataset of Catalyst prediction with 721,799 reactions and 888 catalyst types from USPTO. Predict which catalyst facilitates the given reaction. (1) Reactant: [C:1]([O:12][CH3:13])(=[O:11])[C:2]1[CH:10]=[CH:9][CH:8]=[C:4]([C:5]([O-:7])=O)[CH:3]=1.[CH3:14][C:15]([O:18][C:19]([NH:21][CH2:22][CH2:23][NH2:24])=[O:20])([CH3:17])[CH3:16].CCN=C=NCCCN(C)C.CCN(C(C)C)C(C)C. Product: [CH3:13][O:12][C:1](=[O:11])[C:2]1[CH:10]=[CH:9][CH:8]=[C:4]([C:5]([NH:24][CH2:23][CH2:22][NH:21][C:19]([O:18][C:15]([CH3:17])([CH3:16])[CH3:14])=[O:20])=[O:7])[CH:3]=1. The catalyst class is: 2. (2) Reactant: C(OC([N:8]([C:16]1[C:20]2[CH:21]=[C:22]([Cl:38])[C:23]([CH2:25][O:26][C:27]3[CH:28]=[N:29][C:30]([O:34][CH:35]([CH3:37])[CH3:36])=[C:31]([Cl:33])[CH:32]=3)=[CH:24][C:19]=2[O:18][N:17]=1)C(=O)OC(C)(C)C)=O)(C)(C)C. Product: [Cl:38][C:22]1[C:23]([CH2:25][O:26][C:27]2[CH:28]=[N:29][C:30]([O:34][CH:35]([CH3:37])[CH3:36])=[C:31]([Cl:33])[CH:32]=2)=[CH:24][C:19]2[O:18][N:17]=[C:16]([NH2:8])[C:20]=2[CH:21]=1. The catalyst class is: 617. (3) Reactant: [CH2:1](Br)[C:2]1[CH:7]=[CH:6][CH:5]=[CH:4][CH:3]=1.[Br:9][C:10]1[CH:15]=[C:14]([Cl:16])[CH:13]=[CH:12][C:11]=1[OH:17].C(=O)([O-])[O-].[K+].[K+]. Product: [Br:9][C:10]1[CH:15]=[C:14]([Cl:16])[CH:13]=[CH:12][C:11]=1[O:17][CH2:1][C:2]1[CH:7]=[CH:6][CH:5]=[CH:4][CH:3]=1. The catalyst class is: 3. (4) Reactant: [CH3:1][O:2][C:3]([C:5]1([C:8]2[CH:13]=[CH:12][C:11]([OH:14])=[C:10]([NH2:15])[CH:9]=2)[CH2:7][CH2:6]1)=[O:4].[CH:16](OC)(OC)OC.O.C1(C)C=CC(S(O)(=O)=O)=CC=1. Product: [CH3:1][O:2][C:3]([C:5]1([C:8]2[CH:13]=[CH:12][C:11]3[O:14][CH:16]=[N:15][C:10]=3[CH:9]=2)[CH2:7][CH2:6]1)=[O:4]. The catalyst class is: 18. (5) Reactant: [CH3:1][O:2][C:3](=[O:13])[C:4]1[CH:9]=[CH:8][C:7](F)=[CH:6][C:5]=1[C:11]#[N:12].Cl.[CH3:15][NH:16][CH3:17].C(=O)([O-])[O-].[K+].[K+]. Product: [CH3:1][O:2][C:3](=[O:13])[C:4]1[CH:9]=[CH:8][C:7]([N:16]([CH3:17])[CH3:15])=[CH:6][C:5]=1[C:11]#[N:12]. The catalyst class is: 16. (6) Reactant: [N:1]1[C:8](Cl)=[N:7][C:5]([Cl:6])=[N:4][C:2]=1[Cl:3].[Mg+2].[Br-].[Br-].O(CC)CC.[CH:18]([C:21]1[CH:26]=[CH:25][C:24](Br)=[CH:23][CH:22]=1)([CH3:20])[CH3:19].C([Li])CCC. Product: [Cl:3][C:2]1[N:4]=[C:5]([Cl:6])[N:7]=[C:8]([C:24]2[CH:25]=[CH:26][C:21]([CH:18]([CH3:20])[CH3:19])=[CH:22][CH:23]=2)[N:1]=1. The catalyst class is: 1.